Predict the product of the given reaction. From a dataset of Forward reaction prediction with 1.9M reactions from USPTO patents (1976-2016). Given the reactants [Cl:1][C:2]1[N:7]=[C:6]2[CH:8]=[C:9]([C:11](O)=O)[NH:10][C:5]2=[CH:4][CH:3]=1.[C:14]([O-:17])([O-])=O.[Cs+].[Cs+].[CH2:20](Br)[C:21]1[CH:26]=[CH:25][CH:24]=[CH:23][CH:22]=1.[OH2:28], predict the reaction product. The product is: [CH2:20]([N:10]1[C:5]2[C:6](=[N:7][C:2]([Cl:1])=[CH:3][CH:4]=2)[CH:8]=[C:9]1[C:11]([O:17][CH2:14][C:21]1[CH:26]=[CH:25][CH:24]=[CH:23][CH:22]=1)=[O:28])[C:21]1[CH:26]=[CH:25][CH:24]=[CH:23][CH:22]=1.